Dataset: Reaction yield outcomes from USPTO patents with 853,638 reactions. Task: Predict the reaction yield, written as a fraction of the theoretical maximum amount of product (1.0 means a 100% yield; for example, 0.34 means a 34% yield). (1) The reactants are [OH-:1].[Na+].Cl.[NH2:4]O.[CH3:6][C:7]([C:9]1[CH:14]=[CH:13][C:12]2[O:15][CH2:16][O:17][C:11]=2[CH:10]=1)=O. The catalyst is C(O)C. The product is [O:15]1[C:12]2[CH:13]=[CH:14][C:9]([C:7](=[N:4][OH:1])[CH3:6])=[CH:10][C:11]=2[O:17][CH2:16]1. The yield is 0.870. (2) The reactants are Cl[C:2]1[N:7]=[C:6]([NH:8][C:9]2[CH:14]=[CH:13][CH:12]=[C:11]([OH:15])[CH:10]=2)[C:5]([F:16])=[CH:4][N:3]=1.[NH2:17][CH2:18][CH2:19][C:20]1[C:28]2[C:23](=[CH:24][CH:25]=[CH:26][CH:27]=2)[NH:22][CH:21]=1. No catalyst specified. The product is [F:16][C:5]1[C:6]([NH:8][C:9]2[CH:14]=[CH:13][CH:12]=[C:11]([OH:15])[CH:10]=2)=[N:7][C:2]([NH:17][CH2:18][CH2:19][C:20]2[C:28]3[C:23](=[CH:24][CH:25]=[CH:26][CH:27]=3)[NH:22][CH:21]=2)=[N:3][CH:4]=1. The yield is 0.530. (3) The reactants are [CH3:1][NH2:2].[CH3:3][C:4]1[C:12]2[C:7](=[CH:8][CH:9]=[CH:10][CH:11]=2)[NH:6][C:5]=1[CH:13]=O.[BH4-].[Na+].O. The catalyst is CO. The product is [CH3:3][C:4]1[C:12]2[C:7](=[CH:8][CH:9]=[CH:10][CH:11]=2)[NH:6][C:5]=1[CH2:13][NH:2][CH3:1]. The yield is 0.710.